Dataset: Forward reaction prediction with 1.9M reactions from USPTO patents (1976-2016). Task: Predict the product of the given reaction. (1) Given the reactants [NH:1]1[CH2:6][CH2:5][CH:4]([CH2:7][CH2:8][CH2:9][CH:10]2[CH2:15][CH2:14][NH:13][CH2:12][CH2:11]2)[CH2:3][CH2:2]1.Cl[C:17]1[C:30]2[C:29](=[O:31])[C:28]3[C:23](=[CH:24][CH:25]=[CH:26][CH:27]=3)[C:22](=[O:32])[C:21]=2[CH:20]=[CH:19][CH:18]=1, predict the reaction product. The product is: [NH:1]1[CH2:6][CH2:5][CH:4]([CH2:7][CH2:8][CH2:9][CH:10]2[CH2:11][CH2:12][N:13]([C:24]3[C:23]4[C:22](=[O:32])[C:21]5[C:30](=[CH:17][CH:18]=[CH:19][CH:20]=5)[C:29](=[O:31])[C:28]=4[CH:27]=[CH:26][CH:25]=3)[CH2:14][CH2:15]2)[CH2:3][CH2:2]1. (2) Given the reactants Cl.C(OC([N:9]1[CH2:36][CH2:35][C:12]2([C:16](=[O:17])[N:15]([C:18]3[CH:23]=[N:22][C:21]([N:24]4[CH2:28][CH2:27][C@H:26]([N:29]5[CH2:33][CH2:32][CH2:31][C@@H:30]5[CH3:34])[CH2:25]4)=[CH:20][N:19]=3)[CH2:14][CH2:13]2)[CH2:11][CH2:10]1)=O)(C)(C)C, predict the reaction product. The product is: [CH3:34][C@H:30]1[CH2:31][CH2:32][CH2:33][N:29]1[C@H:26]1[CH2:27][CH2:28][N:24]([C:21]2[N:22]=[CH:23][C:18]([N:15]3[CH2:14][CH2:13][C:12]4([CH2:35][CH2:36][NH:9][CH2:10][CH2:11]4)[C:16]3=[O:17])=[N:19][CH:20]=2)[CH2:25]1. (3) Given the reactants [C:1]1([C:11]2[N:12]3[CH2:20][CH2:19][N:18]=[C:13]3[S:14][C:15]=2[CH:16]=[O:17])[C:10]2[C:5](=[CH:6][CH:7]=[CH:8][CH:9]=2)[CH:4]=[CH:3][CH:2]=1.[BH4-].[Na+].O, predict the reaction product. The product is: [C:1]1([C:11]2[N:12]3[CH2:20][CH2:19][N:18]=[C:13]3[S:14][C:15]=2[CH2:16][OH:17])[C:10]2[C:5](=[CH:6][CH:7]=[CH:8][CH:9]=2)[CH:4]=[CH:3][CH:2]=1. (4) Given the reactants [Br:1][C:2]1[C:3]([CH3:10])=[C:4]([C:7]([OH:9])=[O:8])[S:5][CH:6]=1.OS(O)(=O)=O.[CH3:16]O, predict the reaction product. The product is: [Br:1][C:2]1[C:3]([CH3:10])=[C:4]([C:7]([O:9][CH3:16])=[O:8])[S:5][CH:6]=1. (5) The product is: [Si:19]([O:1][C:2]1[CH:9]=[CH:8][C:5]([CH:6]=[O:7])=[CH:4][CH:3]=1)([C:16]([CH3:18])([CH3:17])[CH3:15])([CH3:21])[CH3:20]. Given the reactants [OH:1][C:2]1[CH:9]=[CH:8][C:5]([CH:6]=[O:7])=[CH:4][CH:3]=1.N1C=CN=C1.[CH3:15][C:16]([Si:19](Cl)([CH3:21])[CH3:20])([CH3:18])[CH3:17].O, predict the reaction product. (6) Given the reactants [H-].[Na+].[C:3](=[N:6][OH:7])([NH2:5])[CH3:4].[CH:8]([C:10]1[C:15]([C:16](OC)=O)=[CH:14][CH:13]=[C:12]([CH3:20])[N:11]=1)=[CH2:9].C([O-])(O)=O.[Na+], predict the reaction product. The product is: [CH:8]([C:10]1[C:15]([C:16]2[O:7][N:6]=[C:3]([CH3:4])[N:5]=2)=[CH:14][CH:13]=[C:12]([CH3:20])[N:11]=1)=[CH2:9]. (7) Given the reactants C(=[N:14][C:15]1[CH:24]=[C:23]2[C:18]([C:19](=[O:35])[C:20]([C:28]3[CH:33]=[CH:32][C:31]([Cl:34])=[CH:30][CH:29]=3)=[C:21]([CH:25]([CH3:27])[CH3:26])[O:22]2)=[CH:17][CH:16]=1)(C1C=CC=CC=1)C1C=CC=CC=1.Cl.N, predict the reaction product. The product is: [NH2:14][C:15]1[CH:24]=[C:23]2[C:18]([C:19](=[O:35])[C:20]([C:28]3[CH:29]=[CH:30][C:31]([Cl:34])=[CH:32][CH:33]=3)=[C:21]([CH:25]([CH3:26])[CH3:27])[O:22]2)=[CH:17][CH:16]=1. (8) Given the reactants [Cl:1][C:2]1[C:7](=[O:8])[C:6]([OH:9])=[C:5]([CH:10](O)[C:11]([F:14])([F:13])[F:12])[N:4]([CH3:16])[C:3]=1[CH3:17].[N:18]1[CH:23]=CC=C[CH:19]=1.S(Cl)(Cl)=O.CNC, predict the reaction product. The product is: [Cl:1][C:2]1[C:7](=[O:8])[C:6]([OH:9])=[C:5]([CH:10]([N:18]([CH3:23])[CH3:19])[C:11]([F:14])([F:13])[F:12])[N:4]([CH3:16])[C:3]=1[CH3:17]. (9) Given the reactants [CH3:1][O:2][C:3]([C:5]1[S:6][C:7]([S:21][CH3:22])=[C:8]([S:10]([C:13]2[CH:14]=[N:15][C:16](Cl)=[C:17]([Br:19])[CH:18]=2)(=[O:12])=[O:11])[CH:9]=1)=[O:4], predict the reaction product. The product is: [CH3:1][O:2][C:3]([C:5]1[S:6][C:7]([S:21][CH3:22])=[C:8]([S:10]([C:13]2[CH:14]=[N:15][CH:16]=[C:17]([Br:19])[CH:18]=2)(=[O:11])=[O:12])[CH:9]=1)=[O:4].